This data is from NCI-60 drug combinations with 297,098 pairs across 59 cell lines. The task is: Regression. Given two drug SMILES strings and cell line genomic features, predict the synergy score measuring deviation from expected non-interaction effect. (1) Drug 1: C1CCC(CC1)NC(=O)N(CCCl)N=O. Drug 2: C1=CC=C(C(=C1)C(C2=CC=C(C=C2)Cl)C(Cl)Cl)Cl. Cell line: SF-539. Synergy scores: CSS=2.55, Synergy_ZIP=1.23, Synergy_Bliss=-1.03, Synergy_Loewe=-12.8, Synergy_HSA=-0.799. (2) Drug 1: CN(CCCl)CCCl.Cl. Drug 2: N.N.Cl[Pt+2]Cl. Cell line: PC-3. Synergy scores: CSS=65.8, Synergy_ZIP=-4.21, Synergy_Bliss=-2.33, Synergy_Loewe=1.08, Synergy_HSA=3.42.